Predict the reaction yield, written as a fraction of the theoretical maximum amount of product (1.0 means a 100% yield; for example, 0.34 means a 34% yield). From a dataset of Reaction yield outcomes from USPTO patents with 853,638 reactions. (1) The reactants are [CH:1](=O)[C:2]1[CH:9]=[CH:8][C:5]([CH:6]=O)=[CH:4][CH:3]=1.[CH2:11]([SH:15])[CH2:12][CH2:13][SH:14]. The catalyst is ClCCl. The product is [C:5]1([CH:6]2[S:15][CH2:11][CH2:12][CH2:13][S:14]2)[CH:8]=[CH:9][C:2]([CH:1]2[S:15][CH2:11][CH2:12][CH2:13][S:14]2)=[CH:3][CH:4]=1. The yield is 0.700. (2) The reactants are [Li+].[OH-].[C:3]([O:7][C:8](=[O:79])[CH2:9][CH2:10][C@H:11]1[NH:28][C:27](=[O:29])[CH2:26][C@@H:25](/[CH:30]=[CH:31]/[CH2:32][CH2:33][S:34][C:35]([C:48]2[CH:53]=[CH:52][CH:51]=[CH:50][CH:49]=2)([C:42]2[CH:47]=[CH:46][CH:45]=[CH:44][CH:43]=2)[C:36]2[CH:41]=[CH:40][CH:39]=[CH:38][CH:37]=2)[O:24][C:23](=[O:54])[CH2:22][NH:21][C:20](=[O:55])[C:17]2([CH2:19][CH2:18]2)[NH:16][C:15](=[O:56])[C@@H:14](CSC(C2C=CC=CC=2)(C2C=CC=CC=2)C2C=CC=CC=2)[NH:13][C:12]1=[O:78])([CH3:6])([CH3:5])[CH3:4].Cl.[CH3:97][C:89]1[CH:90]=[CH:91][CH:92]=[C:93]([N+]([O-])=O)[C:88]=1C(OC(=O)[C:88]1[C:93]([N+]([O-])=O)=[CH:92][CH:91]=[CH:90][C:89]=1[CH3:97])=O. The catalyst is O.C1COCC1.[Cl-].[Na+].O.C(Cl)Cl.C1COCC1.CN(C)C1C=CN=CC=1.C(Cl)Cl.CCOC(C)=O. The product is [C:3]([O:7][C:8](=[O:79])[CH2:9][CH2:10][C@H:11]1[NH:28][C:27](=[O:29])[CH2:26][C@H:25](/[CH:30]=[CH:31]/[CH2:32][CH2:33][S:34][C:35]([C:42]2[CH:47]=[CH:46][CH:45]=[CH:44][CH:43]=2)([C:48]2[CH:53]=[CH:52][CH:51]=[CH:50][CH:49]=2)[C:36]2[CH:37]=[CH:38][CH:39]=[CH:40][CH:41]=2)[O:24][C:23](=[O:54])[CH2:22][NH:21][C:20](=[O:55])[C:17]2([CH:32]([CH2:33][SH:34])[CH2:18][CH2:19]2)[NH:16][C:15](=[O:56])[C@@H:14]([C:97]([C:89]2[CH:88]=[CH:93][CH:92]=[CH:91][CH:90]=2)([C:38]2[CH:37]=[CH:36][CH:41]=[CH:40][CH:39]=2)[C:42]2[CH:47]=[CH:46][CH:45]=[CH:44][CH:43]=2)[NH:13][C:12]1=[O:78])([CH3:4])([CH3:5])[CH3:6]. The yield is 0.510. (3) The reactants are C(=O)([O-])[O-].[K+].[K+].[CH3:7][N:8]=[C:9]=[O:10].[Cl:11][C:12]1[C:13]([O:22][C:23]2[C:27]([CH2:28][CH3:29])=[C:26]([CH3:30])[NH:25][N:24]=2)=[N:14][CH:15]=[C:16]([C:18]([F:21])([F:20])[F:19])[CH:17]=1.Cl. The product is [CH3:7][NH:8][C:9]([N:25]1[C:26]([CH3:30])=[C:27]([CH2:28][CH3:29])[C:23]([O:22][C:13]2[C:12]([Cl:11])=[CH:17][C:16]([C:18]([F:21])([F:20])[F:19])=[CH:15][N:14]=2)=[N:24]1)=[O:10]. The yield is 0.629. The catalyst is C(OCC)(=O)C.